Task: Predict the product of the given reaction.. Dataset: Forward reaction prediction with 1.9M reactions from USPTO patents (1976-2016) Given the reactants [ClH:1].C(C1C=CC([N:10]([CH2:18][C:19]2[C:24](=[O:25])[CH2:23][CH2:22][CH2:21][C:20]=2[NH:26][C:27]2[CH:32]=[CH:31][CH:30]=[C:29]([C:33]([F:36])([F:35])[F:34])[CH:28]=2)C(=O)OC(C)(C)C)=C(C)C=1)#N.O1[CH2:43][CH2:42]OCC1, predict the reaction product. The product is: [ClH:1].[NH2:10][CH:18]([C:19]1[C:24](=[O:25])[CH2:23][CH2:22][CH2:21][C:20]=1[NH:26][C:27]1[CH:32]=[CH:31][CH:30]=[C:29]([C:33]([F:34])([F:36])[F:35])[CH:28]=1)[C:22]1[CH:21]=[CH:20][C:19]([C:18]#[N:10])=[CH:24][C:42]=1[CH3:43].